Predict which catalyst facilitates the given reaction. From a dataset of Catalyst prediction with 721,799 reactions and 888 catalyst types from USPTO. Reactant: O=C1NCCN(S(C2C=CC(C)=CC=2)(=O)=O)[C@@H]1CC1N=NN(CCC2C=CC(C#N)=CC=2)C=1.[NH:34]1[CH2:38][CH2:37][N:36]=[C:35]1[C:39]1[CH:69]=[CH:68][C:42]([CH2:43][CH2:44][N:45]2[CH:49]=[C:48]([CH2:50][C@H:51]3[N:56]([S:57]([C:60]4[CH:66]=[CH:65][C:63]([CH3:64])=[CH:62][CH:61]=4)(=[O:59])=[O:58])[CH2:55][CH2:54][NH:53][C:52]3=[O:67])[N:47]=[N:46]2)=[CH:41][CH:40]=1.C(N)CN. Product: [NH:36]1[CH2:37][CH2:38][N:34]=[C:35]1[C:39]1[CH:40]=[CH:41][C:42]([CH2:43][CH2:44][N:45]2[CH:49]=[C:48]([CH2:50][C@H:51]3[N:56]([S:57]([C:60]4[CH:66]=[CH:65][C:63]([CH3:64])=[CH:62][CH:61]=4)(=[O:59])=[O:58])[CH2:55][CH2:54][NH:53][C:52]3=[O:67])[N:47]=[N:46]2)=[CH:68][CH:69]=1. The catalyst class is: 14.